From a dataset of Forward reaction prediction with 1.9M reactions from USPTO patents (1976-2016). Predict the product of the given reaction. (1) Given the reactants C[O:2][C:3]([CH:5]1[CH:11]([C:12](OC)=[O:13])[CH:10]2[O:16][CH:6]1[CH2:7][C:8]([C:18]1[N:26](C3CCCCO3)[C:25]3[C:24](=[O:33])[N:23]([CH2:34][CH2:35][CH3:36])[C:22](=[O:37])[N:21]([CH2:38][CH2:39][CH3:40])[C:20]=3[N:19]=1)([OH:17])[CH2:9]2)=O.[Li+].[BH4-], predict the reaction product. The product is: [OH:17][C:8]1([C:18]2[NH:26][C:25]3[C:24](=[O:33])[N:23]([CH2:34][CH2:35][CH3:36])[C:22](=[O:37])[N:21]([CH2:38][CH2:39][CH3:40])[C:20]=3[N:19]=2)[CH2:7][CH:6]2[O:16][CH:10]([CH:11]([CH2:12][OH:13])[CH:5]2[CH2:3][OH:2])[CH2:9]1. (2) Given the reactants [Cl:1][C:2]1[C:3]([N:10]([CH:12]2[CH2:17][CH2:16][CH2:15][CH2:14][CH2:13]2)[NH2:11])=[N:4][C:5]([C:8]#[N:9])=[N:6][CH:7]=1.[Br:18][CH2:19][C:20]1[CH:28]=[CH:27][C:23]([C:24](Br)=[O:25])=[CH:22][CH:21]=1.CCN(C(C)C)C(C)C, predict the reaction product. The product is: [Br:18][CH2:19][C:20]1[CH:28]=[CH:27][C:23]([C:24]([NH:11][N:10]([C:3]2[C:2]([Cl:1])=[CH:7][N:6]=[C:5]([C:8]#[N:9])[N:4]=2)[CH:12]2[CH2:13][CH2:14][CH2:15][CH2:16][CH2:17]2)=[O:25])=[CH:22][CH:21]=1.